This data is from Forward reaction prediction with 1.9M reactions from USPTO patents (1976-2016). The task is: Predict the product of the given reaction. (1) Given the reactants [N+:1]([C:4]1[CH:9]=[CH:8][CH:7]=[CH:6][C:5]=1[N:10]=[C:11]=[S:12])([O-:3])=[O:2].[NH2:13][C:14]1[C:22]2[N:21]=[CH:20][N:19]([CH3:23])[C:18]=2[CH:17]=[CH:16][CH:15]=1.COC1C=CN=CC=1NC(NC1C2N=CN(C)C=2C=CC=1)=S, predict the reaction product. The product is: [CH3:23][N:19]1[C:18]2[CH:17]=[CH:16][CH:15]=[C:14]([NH:13][C:11]([NH:10][C:5]3[CH:6]=[CH:7][CH:8]=[CH:9][C:4]=3[N+:1]([O-:3])=[O:2])=[S:12])[C:22]=2[N:21]=[CH:20]1. (2) The product is: [Br:24][CH2:25][C:26]([C:16]1[CH:17]=[C:18]2[C:13](=[CH:14][CH:15]=1)[N:12]([CH3:19])[C:11]1[N:20]([CH3:23])[C:21](=[O:22])[C:8]([C:5]3[CH:4]=[CH:3][C:2]([F:1])=[CH:7][CH:6]=3)=[CH:9][C:10]2=1)=[O:27]. Given the reactants [F:1][C:2]1[CH:7]=[CH:6][C:5]([C:8]2[C:21](=[O:22])[N:20]([CH3:23])[C:11]3[N:12]([CH3:19])[C:13]4[C:18]([C:10]=3[CH:9]=2)=[CH:17][CH:16]=[CH:15][CH:14]=4)=[CH:4][CH:3]=1.[Br:24][CH2:25][C:26](Cl)=[O:27], predict the reaction product.